Task: Predict which catalyst facilitates the given reaction.. Dataset: Catalyst prediction with 721,799 reactions and 888 catalyst types from USPTO (1) Reactant: Cl.[NH2:2][C:3]12[CH2:10][CH2:9][C:6]([C:11]([O:13][CH2:14][CH3:15])=[O:12])([CH2:7][CH2:8]1)[CH2:5][CH2:4]2.C(=O)([O-])[O-].[K+].[K+].C1(S(O[CH2:32][C:33]([N:35]2[CH2:39][C@@H:38]([F:40])[CH2:37][C@H:36]2[C:41]([NH2:43])=[O:42])=[O:34])(=O)=O)C=CC=CC=1. Product: [CH2:14]([O:13][C:11]([C:6]12[CH2:5][CH2:4][C:3]([NH:2][CH2:32][C:33]([N:35]3[CH2:39][C@@H:38]([F:40])[CH2:37][C@H:36]3[C:41]([NH2:43])=[O:42])=[O:34])([CH2:10][CH2:9]1)[CH2:8][CH2:7]2)=[O:12])[CH3:15]. The catalyst class is: 9. (2) Reactant: Cl[CH2:2][C:3]1[CH:4]=[C:5]([C:9]2[CH:18]=[C:17]3[C:12]([CH:13]=[C:14]([C:27]4[CH:32]=[CH:31][CH:30]=[C:29]([Cl:33])[CH:28]=4)[N:15]([CH2:20][C:21]([NH:23][CH:24]([CH3:26])[CH3:25])=[O:22])[C:16]3=[O:19])=[CH:11][CH:10]=2)[CH:6]=[CH:7][CH:8]=1.[NH:34]1[CH2:39][CH2:38][CH2:37][CH2:36][CH2:35]1. Product: [Cl:33][C:29]1[CH:28]=[C:27]([C:14]2[N:15]([CH2:20][C:21]([NH:23][CH:24]([CH3:25])[CH3:26])=[O:22])[C:16](=[O:19])[C:17]3[C:12]([CH:13]=2)=[CH:11][CH:10]=[C:9]([C:5]2[CH:6]=[CH:7][CH:8]=[C:3]([CH2:2][N:34]4[CH2:39][CH2:38][CH2:37][CH2:36][CH2:35]4)[CH:4]=2)[CH:18]=3)[CH:32]=[CH:31][CH:30]=1. The catalyst class is: 2. (3) Reactant: CN1CCOCC1.ON1C2C=CC=CC=2N=N1.[F:18][C:19]1[CH:20]=[CH:21][C:22]2[N:23]([C:25]([C:28]3[N:33]=[C:32]([NH:34][C@@H:35]4[CH2:40][CH2:39][CH2:38][NH:37][CH2:36]4)[CH:31]=[CH:30][N:29]=3)=[CH:26][N:27]=2)[CH:24]=1.[F:41][C:42]([F:49])([F:48])[CH2:43][CH2:44][C:45](O)=[O:46]. Product: [F:41][C:42]([F:49])([F:48])[CH2:43][CH2:44][C:45]([N:37]1[CH2:38][CH2:39][CH2:40][C@@H:35]([NH:34][C:32]2[CH:31]=[CH:30][N:29]=[C:28]([C:25]3[N:23]4[CH:24]=[C:19]([F:18])[CH:20]=[CH:21][C:22]4=[N:27][CH:26]=3)[N:33]=2)[CH2:36]1)=[O:46]. The catalyst class is: 80. (4) The catalyst class is: 3. Reactant: [N+:1]([C:4]1[CH:9]=[CH:8][C:7]([C:10]2[C:18]3[C:17]([NH:19][C:20](=[O:26])[O:21][C:22]([CH3:25])([CH3:24])[CH3:23])=[N:16][CH:15]=[N:14][C:13]=3[O:12][CH:11]=2)=[CH:6][CH:5]=1)([O-:3])=[O:2].[Br:27]Br. Product: [Br:27][C:11]1[O:12][C:13]2[N:14]=[CH:15][N:16]=[C:17]([NH:19][C:20](=[O:26])[O:21][C:22]([CH3:23])([CH3:25])[CH3:24])[C:18]=2[C:10]=1[C:7]1[CH:6]=[CH:5][C:4]([N+:1]([O-:3])=[O:2])=[CH:9][CH:8]=1. (5) Reactant: C1(OC)C=CC=CC=1.C(OC([N:16]1[C:24]2[C:19](=[CH:20][CH:21]=[CH:22][CH:23]=2)[C:18]([CH2:25][C@@H:26]2[CH2:31][N:30]3[CH2:32][C:33]([C:36]4[CH:41]=[CH:40][N:39]=[CH:38][CH:37]=4)=[CH:34][CH2:35][C@@H:29]3[CH2:28][N:27]2[C:42](=[O:57])[C:43]2[CH:48]=[C:47]([C:49]([F:52])([F:51])[F:50])[CH:46]=[C:45]([C:53]([F:56])([F:55])[F:54])[CH:44]=2)=[CH:17]1)=O)(C)(C)C.C(OC(N1C2C(=CC=CC=2)C(C[C@@H]2CN3C=C(C4C=CN=CC=4)CC[C@@H]3CN2C(=O)C2C=C(C(F)(F)F)C=C(C(F)(F)F)C=2)=C1)=O)(C)(C)C.FC(F)(F)C(O)=O. Product: [F:56][C:53]([F:54])([F:55])[C:45]1[CH:44]=[C:43]([C:42]([N:27]2[C@H:26]([CH2:25][C:18]3[C:19]4[C:24](=[CH:23][CH:22]=[CH:21][CH:20]=4)[NH:16][CH:17]=3)[CH2:31][N:30]3[CH:32]=[C:33]([C:36]4[CH:37]=[CH:38][N:39]=[CH:40][CH:41]=4)[CH2:34][CH2:35][C@@H:29]3[CH2:28]2)=[O:57])[CH:48]=[C:47]([C:49]([F:50])([F:51])[F:52])[CH:46]=1. The catalyst class is: 4.